Dataset: Full USPTO retrosynthesis dataset with 1.9M reactions from patents (1976-2016). Task: Predict the reactants needed to synthesize the given product. Given the product [CH:1]([C:4]1[CH:5]=[CH:6][C:7]([S:10]([CH2:13][C:14]2[CH:15]=[CH:16][C:17]([CH2:20][CH2:21][NH2:23])=[CH:18][CH:19]=2)(=[O:12])=[O:11])=[CH:8][CH:9]=1)([CH3:3])[CH3:2].[ClH:24], predict the reactants needed to synthesize it. The reactants are: [CH:1]([C:4]1[CH:9]=[CH:8][C:7]([S:10]([CH2:13][C:14]2[CH:19]=[CH:18][C:17]([CH2:20][C:21]([NH2:23])=O)=[CH:16][CH:15]=2)(=[O:12])=[O:11])=[CH:6][CH:5]=1)([CH3:3])[CH3:2].[ClH:24].